Dataset: Catalyst prediction with 721,799 reactions and 888 catalyst types from USPTO. Task: Predict which catalyst facilitates the given reaction. (1) Reactant: [O:1]=[C:2]1[N:6]([C:7]2[CH:8]=[CH:9][C:10]3[C:16](=[O:17])[CH2:15][CH2:14][CH2:13][O:12][C:11]=3[CH:18]=2)[CH2:5][C@H:4]([CH2:19][NH:20][C:21](=[O:23])[CH3:22])[O:3]1.[Li+].CC([N-]C(C)C)C.[F:32][C:33]1[CH:41]=[CH:40][C:36]([C:37](Cl)=[O:38])=[CH:35][CH:34]=1. Product: [F:32][C:33]1[CH:41]=[CH:40][C:36]([C:37]([CH:15]2[CH2:14][CH2:13][O:12][C:11]3[CH:18]=[C:7]([N:6]4[CH2:5][C@H:4]([CH2:19][NH:20][C:21](=[O:23])[CH3:22])[O:3][C:2]4=[O:1])[CH:8]=[CH:9][C:10]=3[C:16]2=[O:17])=[O:38])=[CH:35][CH:34]=1. The catalyst class is: 1. (2) Reactant: [CH3:1][O:2][C:3]([C:5]1[C:6]([CH3:12])=[N+:7]([O-])[CH:8]=[CH:9][N:10]=1)=[O:4].COC(C1C(C)=NC=C[N+]=1[O-])=O.P(Cl)(Cl)([Cl:27])=O.CN(C=O)C. The catalyst class is: 260. Product: [Cl:27][C:8]1[N:7]=[C:6]([CH3:12])[C:5]([C:3]([O:2][CH3:1])=[O:4])=[N:10][CH:9]=1.